Dataset: Retrosynthesis with 50K atom-mapped reactions and 10 reaction types from USPTO. Task: Predict the reactants needed to synthesize the given product. (1) Given the product O=C(O)/C=C/c1ccc2ccccc2c1[N+](=O)[O-], predict the reactants needed to synthesize it. The reactants are: COC(=O)/C=C/c1ccc2ccccc2c1[N+](=O)[O-]. (2) Given the product CCCCCN(Cc1ccccn1)C(=O)OC, predict the reactants needed to synthesize it. The reactants are: CCCCCNCc1ccccn1.COC(=O)Cl. (3) Given the product Cc1ncc(-c2cc(OCc3nc(C#N)co3)nc3c2CCC3)cn1, predict the reactants needed to synthesize it. The reactants are: Cc1ncc(B2OC(C)(C)C(C)(C)O2)cn1.N#Cc1coc(COc2cc(Cl)c3c(n2)CCC3)n1. (4) Given the product O=C(O)c1ccc(Cc2ccccc2)s1, predict the reactants needed to synthesize it. The reactants are: O=C(O)c1ccc(C(=O)c2ccccc2)s1. (5) Given the product C#CCNc1c(C)c(C)nc(Cl)c1[N+](=O)[O-], predict the reactants needed to synthesize it. The reactants are: C#CCN.Cc1nc(Cl)c([N+](=O)[O-])c(Cl)c1C. (6) Given the product CCOC(=O)c1c(OCC)cc(C)nc1Cl, predict the reactants needed to synthesize it. The reactants are: CCOC(=O)c1c(Cl)cc(C)nc1Cl.CC[O-]. (7) Given the product C[C@@H]1CN(C2CNC2)CCN1C, predict the reactants needed to synthesize it. The reactants are: C[C@@H]1CN(C2CN(C(c3ccccc3)c3ccccc3)C2)CCN1C.